Dataset: Full USPTO retrosynthesis dataset with 1.9M reactions from patents (1976-2016). Task: Predict the reactants needed to synthesize the given product. (1) Given the product [CH2:18]([O:20][C:21](=[O:22])[C:23]1[CH:24]=[CH:25][CH:26]=[C:27]([C:14]2[CH:15]=[N:16][C:2]([NH2:1])=[C:3]([C:4](=[O:5])[NH:6][C:7]3[CH:12]=[CH:11][N:10]=[CH:9][CH:8]=3)[CH:13]=2)[CH:28]=1)[CH3:19], predict the reactants needed to synthesize it. The reactants are: [NH2:1][C:2]1[N:16]=[CH:15][C:14](Br)=[CH:13][C:3]=1[C:4]([NH:6][C:7]1[CH:12]=[CH:11][N:10]=[CH:9][CH:8]=1)=[O:5].[CH2:18]([O:20][C:21]([C:23]1[CH:24]=[C:25](B(O)O)[CH:26]=[CH:27][CH:28]=1)=[O:22])[CH3:19]. (2) Given the product [Cl:27][C:24]1[CH:25]=[CH:26][C:21]([C@@:9]23[O:20][C@@:6]([CH:36]([OH:38])[CH3:37])([CH2:42][O:43]2)[C@@H:5]([OH:4])[C@H:11]([OH:47])[C@H:10]3[OH:16])=[CH:22][C:23]=1[CH2:28][C:29]1[CH:30]=[CH:31][C:32]([OH:35])=[CH:33][CH:34]=1, predict the reactants needed to synthesize it. The reactants are: C([O:4][C@H:5]1[C@H:11](CC([O-])=O)[C@@H:10]([O:16]C(=O)C)[C@:9]2([C:21]3[CH:26]=[CH:25][C:24]([Cl:27])=[C:23]([CH2:28][C:29]4[CH:34]=[CH:33][C:32]([OH:35])=[CH:31][CH:30]=4)[CH:22]=3)[O:20][C@@:6]1([CH:36]([O:38]C(=O)C)[CH3:37])CO2)(=O)C.[CH3:42][O-:43].[Na+].C(O)(=[O:47])C.